This data is from Forward reaction prediction with 1.9M reactions from USPTO patents (1976-2016). The task is: Predict the product of the given reaction. (1) Given the reactants Cl[C:2]1[C:7]([C:8]#[C:9][C:10]2[C:11](=[O:21])[O:12][C:13]3[C:18]([CH:19]=2)=[CH:17][CH:16]=[C:15]([F:20])[CH:14]=3)=[C:6]([CH3:22])[N:5]=[C:4]([CH3:23])[N:3]=1.[SH-:24].[Na+], predict the reaction product. The product is: [CH3:23][C:4]1[N:5]=[C:6]([CH3:22])[C:7]2[CH:8]=[C:9]([C:10]3[C:11](=[O:21])[O:12][C:13]4[C:18]([CH:19]=3)=[CH:17][CH:16]=[C:15]([F:20])[CH:14]=4)[S:24][C:2]=2[N:3]=1. (2) Given the reactants [CH3:1][S:2]([C:5]1[CH:10]=[CH:9][C:8](B(O)O)=[CH:7][CH:6]=1)(=[O:4])=[O:3].Br[C:15]1[CH:16]=[CH:17][C:18]([O:21][CH2:22][CH:23]2[CH2:28][CH2:27][N:26]([C:29]([O:31][C:32]([CH3:35])([CH3:34])[CH3:33])=[O:30])[CH2:25][CH2:24]2)=[N:19][CH:20]=1.C([O-])([O-])=O.[Na+].[Na+], predict the reaction product. The product is: [CH3:1][S:2]([C:5]1[CH:10]=[CH:9][C:8]([C:15]2[CH:16]=[CH:17][C:18]([O:21][CH2:22][CH:23]3[CH2:24][CH2:25][N:26]([C:29]([O:31][C:32]([CH3:35])([CH3:34])[CH3:33])=[O:30])[CH2:27][CH2:28]3)=[N:19][CH:20]=2)=[CH:7][CH:6]=1)(=[O:4])=[O:3]. (3) Given the reactants [CH2:1]([C:3]1[CH:4]=[C:5]([CH:44]=[CH:45][C:46]=1[CH2:47][CH3:48])[CH2:6][C@@H:7]([NH:23][C:24]([N:26]1[CH2:31][CH2:30][CH:29]([N:32]2[CH2:38][CH2:37][C:36]3[CH:39]=[CH:40][CH:41]=[CH:42][C:35]=3[NH:34][C:33]2=[O:43])[CH2:28][CH2:27]1)=[O:25])[C:8]([N:10]1[CH2:15][CH2:14][N:13]([CH:16]2[CH2:21][CH2:20][N:19]([CH3:22])[CH2:18][CH2:17]2)[CH2:12][CH2:11]1)=[O:9])[CH3:2].O.[CH:50]1[C:59]2[C:54](=[CH:55][CH:56]=[CH:57][CH:58]=2)[CH:53]=[CH:52][C:51]=1[S:60]([OH:63])(=[O:62])=[O:61], predict the reaction product. The product is: [CH2:1]([C:3]1[CH:4]=[C:5]([CH:44]=[CH:45][C:46]=1[CH2:47][CH3:48])[CH2:6][C@@H:7]([NH:23][C:24]([N:26]1[CH2:31][CH2:30][CH:29]([N:32]2[CH2:38][CH2:37][C:36]3[CH:39]=[CH:40][CH:41]=[CH:42][C:35]=3[NH:34][C:33]2=[O:43])[CH2:28][CH2:27]1)=[O:25])[C:8]([N:10]1[CH2:11][CH2:12][N:13]([CH:16]2[CH2:17][CH2:18][N:19]([CH3:22])[CH2:20][CH2:21]2)[CH2:14][CH2:15]1)=[O:9])[CH3:2].[CH:50]1[C:59]2[C:54](=[CH:55][CH:56]=[CH:57][CH:58]=2)[CH:53]=[CH:52][C:51]=1[S:60]([O-:63])(=[O:62])=[O:61]. (4) Given the reactants Br[C:2]1[CH:7]=[CH:6][N:5]=[C:4]([NH:8][C:9]([NH:11][CH2:12][C:13]2[CH:18]=[CH:17][CH:16]=[CH:15][C:14]=2[O:19][CH3:20])=[NH:10])[CH:3]=1.[F:21][C:22]1[CH:27]=[CH:26][C:25](OB(O)O)=[CH:24][CH:23]=1.C(=O)([O-])[O-].[Na+].[Na+].C([O-])(=O)C, predict the reaction product. The product is: [F:21][C:22]1[CH:27]=[CH:26][C:25]([C:2]2[CH:7]=[CH:6][N:5]=[C:4]([NH:8][C:9]([NH:11][CH2:12][C:13]3[CH:18]=[CH:17][CH:16]=[CH:15][C:14]=3[O:19][CH3:20])=[NH:10])[CH:3]=2)=[CH:24][CH:23]=1. (5) Given the reactants [CH3:1][CH:2]([C:4]1[S:8][C:7]([CH2:9][N:10]2[CH2:15][CH2:14][O:13][CH2:12][CH2:11]2)=[N:6][C:5]=1[C:16]([O:18]CC)=[O:17])[CH3:3].[OH-].[Na+], predict the reaction product. The product is: [CH3:3][CH:2]([C:4]1[S:8][C:7]([CH2:9][N:10]2[CH2:11][CH2:12][O:13][CH2:14][CH2:15]2)=[N:6][C:5]=1[C:16]([OH:18])=[O:17])[CH3:1]. (6) The product is: [CH3:1][O:2][C:3](=[O:7])[C:4]([CH3:6])([CH3:5])[CH:17]([OH:18])[C:16]1[CH:19]=[CH:20][CH:21]=[CH:22][C:15]=1[N+:12]([O-:14])=[O:13]. Given the reactants [CH3:1][O:2][C:3]([O:7][Si](C)(C)C)=[C:4]([CH3:6])[CH3:5].[N+:12]([C:15]1[CH:22]=[CH:21][CH:20]=[CH:19][C:16]=1[CH:17]=[O:18])([O-:14])=[O:13], predict the reaction product. (7) Given the reactants C(O[N:5]=[C:6]([C:8]1[C:13]([OH:14])=[CH:12][C:11]([CH3:15])=[CH:10][C:9]=1[OH:16])[CH3:7])(=O)C.Cl, predict the reaction product. The product is: [CH3:7][C:6]1[C:8]2=[C:13]([OH:14])[CH:12]=[C:11]([CH3:15])[CH:10]=[C:9]2[O:16][N:5]=1.